The task is: Predict which catalyst facilitates the given reaction.. This data is from Catalyst prediction with 721,799 reactions and 888 catalyst types from USPTO. (1) Reactant: [C:1]([O:9][CH2:10][CH3:11])(=[O:8])[CH2:2][C:3]([O:5][CH2:6][CH3:7])=[O:4].I[C:13]1[CH:18]=[CH:17][CH:16]=[CH:15][CH:14]=1. Product: [C:13]1([CH:2]([C:3]([O:5][CH2:6][CH3:7])=[O:4])[C:1]([O:9][CH2:10][CH3:11])=[O:8])[CH:18]=[CH:17][CH:16]=[CH:15][CH:14]=1. The catalyst class is: 10. (2) Reactant: [O:1]([C:8]1[CH:16]=[CH:15][C:11]([C:12]([OH:14])=O)=[CH:10][CH:9]=1)[C:2]1[CH:7]=[CH:6][CH:5]=[CH:4][CH:3]=1.N1(O)C2C=CC=CC=2N=N1.Cl.C(N=C=NCCCN(C)C)C.C(N(CC)CC)C.[CH3:46][O:47][C:48]1[C:53]([CH2:54][NH2:55])=[C:52]([C:56]([F:59])([F:58])[F:57])[CH:51]=[C:50]([CH3:60])[N:49]=1. Product: [CH3:46][O:47][C:48]1[C:53]([CH2:54][NH:55][C:12](=[O:14])[C:11]2[CH:10]=[CH:9][C:8]([O:1][C:2]3[CH:3]=[CH:4][CH:5]=[CH:6][CH:7]=3)=[CH:16][CH:15]=2)=[C:52]([C:56]([F:59])([F:57])[F:58])[CH:51]=[C:50]([CH3:60])[N:49]=1. The catalyst class is: 46. (3) Reactant: [Cl:1][C:2]1[CH:3]=[C:4]([CH:23]=[CH:24][C:25]=1[Cl:26])[CH2:5][CH:6]1[C:15]2[C:10](=[CH:11][CH:12]=[C:13]([O:16]C)[CH:14]=2)[CH2:9][CH2:8][CH:7]1[N:18]1[CH2:22][CH2:21][CH2:20][CH2:19]1.B(Br)(Br)Br. Product: [Cl:1][C:2]1[CH:3]=[C:4]([CH:23]=[CH:24][C:25]=1[Cl:26])[CH2:5][CH:6]1[C:15]2[CH:14]=[C:13]([OH:16])[CH:12]=[CH:11][C:10]=2[CH2:9][CH2:8][CH:7]1[N:18]1[CH2:19][CH2:20][CH2:21][CH2:22]1. The catalyst class is: 124. (4) The catalyst class is: 2. Reactant: [F:1][C:2]1[CH:7]=[CH:6][CH:5]=[C:4]([F:8])[C:3]=1[CH:9]([CH3:13])[C:10]([OH:12])=[O:11].C1CCC(N=C=NC2CCCCC2)CC1.[F:29][C:30]1[C:35](O)=[C:34]([F:37])[C:33]([F:38])=[C:32]([F:39])[C:31]=1[F:40]. Product: [F:1][C:2]1[CH:7]=[CH:6][CH:5]=[C:4]([F:8])[C:3]=1[CH:9]([CH3:13])[C:10]([O:12][C:35]1[C:34]([F:37])=[C:33]([F:38])[C:32]([F:39])=[C:31]([F:40])[C:30]=1[F:29])=[O:11]. (5) Reactant: [C:1]([C:3]1[CH:4]=[C:5]([S:22]([N:25](CC2C=CC(OC)=CC=2OC)[C:26]2[CH:31]=[CH:30][N:29]=[CH:28][N:27]=2)(=[O:24])=[O:23])[CH:6]=[CH:7][C:8]=1[O:9][C@H:10]1[CH2:15][CH2:14][CH2:13][CH2:12][C@@H:11]1[C:16]1[N:20]([CH3:21])[N:19]=[CH:18][CH:17]=1)#[N:2].C([SiH](CC)CC)C.FC(F)(F)C(O)=O. Product: [C:1]([C:3]1[CH:4]=[C:5]([S:22]([NH:25][C:26]2[CH:31]=[CH:30][N:29]=[CH:28][N:27]=2)(=[O:23])=[O:24])[CH:6]=[CH:7][C:8]=1[O:9][C@H:10]1[CH2:15][CH2:14][CH2:13][CH2:12][C@@H:11]1[C:16]1[N:20]([CH3:21])[N:19]=[CH:18][CH:17]=1)#[N:2]. The catalyst class is: 4.